From a dataset of Cav3 T-type calcium channel HTS with 100,875 compounds. Binary Classification. Given a drug SMILES string, predict its activity (active/inactive) in a high-throughput screening assay against a specified biological target. (1) The compound is S(=O)(=O)(CCC(=O)N1CC(CCC1)C)Cc1ccccc1. The result is 0 (inactive). (2) The molecule is S(c1n(nnn1)Cc1ccccc1)CC(=O)Nc1cc(NC(=O)CC)ccc1. The result is 0 (inactive). (3) The compound is O=C(NCC1N(CCC1)CC)Cn1c(ccc1)C(=O)c1c(cccc1)C. The result is 0 (inactive). (4) The molecule is s1c(C(=O)Nc2cc3nc4n(CCN(C4)Cc4ccccc4)c3cc2)ccc1. The result is 0 (inactive). (5) The result is 0 (inactive). The compound is O=c1n(c2c(c3n1nc(n3)C)cccc2)CC#N. (6) The drug is O(CCCC)C(=O)Nc1ccc(cc1)C(=O)N. The result is 0 (inactive). (7) The compound is Clc1cc(N2CCN(C(=O)C3CCN(CC3)c3nc(cc(n3)C)C)CC2)c(cc1)C. The result is 1 (active). (8) The drug is O(CCN1CCNCC1)CCOc1c(cc(cc1C)C)C. The result is 0 (inactive). (9) The drug is s1c(CC)cc(c1NC(=O)Cc1ccsc1)C(OCC)=O. The result is 0 (inactive).